Predict the product of the given reaction. From a dataset of Forward reaction prediction with 1.9M reactions from USPTO patents (1976-2016). Given the reactants C(C1NC=CN=1)(C1NC=CN=1)=O.[Br:13][C:14]1[CH:15]=[C:16]([CH:20]=[C:21]([C:23]([O:25][CH3:26])=[O:24])[CH:22]=1)[C:17]([OH:19])=O.[CH2:27]([NH:30][CH2:31][CH2:32][CH3:33])[CH2:28][CH3:29], predict the reaction product. The product is: [Br:13][C:14]1[CH:22]=[C:21]([CH:20]=[C:16]([C:17]([N:30]([CH2:31][CH2:32][CH3:33])[CH2:27][CH2:28][CH3:29])=[O:19])[CH:15]=1)[C:23]([O:25][CH3:26])=[O:24].